This data is from Forward reaction prediction with 1.9M reactions from USPTO patents (1976-2016). The task is: Predict the product of the given reaction. (1) The product is: [CH3:1][C:2]1[N:6]2[C:7]([C:14]([F:17])([F:16])[F:15])=[CH:8][CH:9]=[C:10]([C:11]([CH:45]3[C:46](=[O:51])[CH:47]4[CH2:50][CH:43]([CH2:49][CH2:48]4)[C:44]3=[O:52])=[O:13])[C:5]2=[N:4][N:3]=1. Given the reactants [CH3:1][C:2]1[N:6]2[C:7]([C:14]([F:17])([F:16])[F:15])=[CH:8][CH:9]=[C:10]([C:11]([OH:13])=O)[C:5]2=[N:4][N:3]=1.C1C([N+]([O-])=O)=CC=C(O)C=1.C1CCC(N=C=NC2CCCCC2)CC1.[CH:43]12[CH2:50][CH:47]([CH2:48][CH2:49]1)[C:46](=[O:51])[CH2:45][C:44]2=[O:52].C(N(CC)CC)C.CC(O)(C#N)C, predict the reaction product. (2) Given the reactants [Cl:1][C:2]1[CH:7]=[CH:6][C:5]([OH:8])=[C:4]([NH2:9])[CH:3]=1.[CH3:10][O:11][C:12]1[CH:20]=[CH:19][C:15]([C:16](O)=O)=[CH:14][C:13]=1[NH2:21], predict the reaction product. The product is: [NH2:21][C:13]1[CH:14]=[C:15]([C:16]2[O:8][C:5]3[CH:6]=[CH:7][C:2]([Cl:1])=[CH:3][C:4]=3[N:9]=2)[CH:19]=[CH:20][C:12]=1[O:11][CH3:10]. (3) Given the reactants [OH-].[Na+].[CH2:3]([N:10]1[CH2:15][CH2:14][CH2:13][CH:12]([C:16]([O:18]CC)=[O:17])[CH2:11]1)[C:4]1[CH:9]=[CH:8][CH:7]=[CH:6][CH:5]=1.Cl, predict the reaction product. The product is: [CH2:3]([N:10]1[CH2:15][CH2:14][CH2:13][CH:12]([C:16]([OH:18])=[O:17])[CH2:11]1)[C:4]1[CH:5]=[CH:6][CH:7]=[CH:8][CH:9]=1. (4) Given the reactants C(O)(=O)C.[CH:5]1([O:10][C:11]2[CH:12]=[C:13]([CH:16]=[CH:17][C:18]=2[O:19][CH3:20])[CH:14]=O)[CH2:9][CH2:8][CH2:7][CH2:6]1.[Br:21][C:22]1[CH:23]=[C:24]([NH2:28])[CH:25]=[N:26][CH:27]=1.C(O[BH-](OC(=O)C)OC(=O)C)(=O)C.[Na+], predict the reaction product. The product is: [Br:21][C:22]1[CH:23]=[C:24]([NH:28][CH2:14][C:13]2[CH:16]=[CH:17][C:18]([O:19][CH3:20])=[C:11]([O:10][CH:5]3[CH2:9][CH2:8][CH2:7][CH2:6]3)[CH:12]=2)[CH:25]=[N:26][CH:27]=1. (5) Given the reactants C([N:8]1[CH2:13][CH2:12][N:11]([C:14]([C:16]2[CH:21]=[CH:20][CH:19]=[C:18]([O:22][CH3:23])[N:17]=2)=[O:15])[CH2:10][C:9]1([CH2:25][O:26][CH3:27])[CH3:24])C1C=CC=CC=1, predict the reaction product. The product is: [CH3:27][O:26][CH2:25][C:9]1([CH3:24])[NH:8][CH2:13][CH2:12][N:11]([C:14]([C:16]2[CH:21]=[CH:20][CH:19]=[C:18]([O:22][CH3:23])[N:17]=2)=[O:15])[CH2:10]1. (6) Given the reactants [Cl:1][C:2]1[C:3]([O:12][C:13]2[CH:18]=[C:17]([OH:19])[CH:16]=[CH:15][C:14]=2[CH2:20][CH2:21][C:22]([O:24][CH2:25][CH3:26])=[O:23])=[N:4][CH:5]=[C:6]([C:8]([F:11])([F:10])[F:9])[CH:7]=1.Cl[Si:28]([CH:35]([CH3:37])[CH3:36])([CH:32]([CH3:34])[CH3:33])[CH:29]([CH3:31])[CH3:30].N1C=CN=C1.O, predict the reaction product. The product is: [Cl:1][C:2]1[C:3]([O:12][C:13]2[CH:18]=[C:17]([O:19][Si:28]([CH:35]([CH3:37])[CH3:36])([CH:32]([CH3:34])[CH3:33])[CH:29]([CH3:31])[CH3:30])[CH:16]=[CH:15][C:14]=2[CH2:20][CH2:21][C:22]([O:24][CH2:25][CH3:26])=[O:23])=[N:4][CH:5]=[C:6]([C:8]([F:9])([F:11])[F:10])[CH:7]=1.